Dataset: Forward reaction prediction with 1.9M reactions from USPTO patents (1976-2016). Task: Predict the product of the given reaction. (1) The product is: [CH3:14][C:13]1[C:5]([CH2:1][CH2:2][CH3:3])=[N:6][CH:7]=[C:8]([CH:12]=1)[C:9]([OH:11])=[O:10]. Given the reactants [CH2:1]([C:5]1[C:13]([CH3:14])=[CH:12][C:8]([C:9]([OH:11])=[O:10])=[CH:7][N:6]=1)[CH:2](C)[CH3:3].C(OC(=O)C1C=C(C)C(Cl)=NC=1)C.C(/B(O)O)=C\C, predict the reaction product. (2) The product is: [Br:2][C:3]1[CH:4]=[C:5]([S:9]([NH:16][CH2:14][CH3:15])(=[O:11])=[O:10])[CH:6]=[N:7][CH:8]=1. Given the reactants Cl.[Br:2][C:3]1[CH:4]=[C:5]([S:9](Cl)(=[O:11])=[O:10])[CH:6]=[N:7][CH:8]=1.Cl.[CH2:14]([NH2:16])[CH3:15].N1C=CC=CC=1, predict the reaction product. (3) Given the reactants [C:1]([C:3]1([OH:13])[CH2:12][CH2:11][C:6]2([O:10][CH2:9][CH2:8][O:7]2)[CH2:5][CH2:4]1)#[CH:2].C([Li])CCC.[C:19]1([CH3:27])[CH:24]=[CH:23][C:22]([CH:25]=[O:26])=[CH:21][CH:20]=1.[Cl-].[NH4+], predict the reaction product. The product is: [OH:26][CH:25]([C:22]1[CH:23]=[CH:24][C:19]([CH3:27])=[CH:20][CH:21]=1)[C:2]#[C:1][C:3]1([OH:13])[CH2:12][CH2:11][C:6]2([O:7][CH2:8][CH2:9][O:10]2)[CH2:5][CH2:4]1. (4) Given the reactants [Br:1][C:2]1[CH:7]=[CH:6][C:5]([F:8])=[CH:4][C:3]=1[CH2:9][OH:10].CCN(C(C)C)C(C)C.CN(C1C=CC=CN=1)C.[C:29](Cl)(=[O:34])[C:30]([CH3:33])([CH3:32])[CH3:31], predict the reaction product. The product is: [Br:1][C:2]1[CH:7]=[CH:6][C:5]([F:8])=[CH:4][C:3]=1[CH2:9][O:10][C:29](=[O:34])[C:30]([CH3:33])([CH3:32])[CH3:31]. (5) The product is: [CH2:30]([O:12][C@H:10]1[CH2:11][N:7]([CH:1]2[CH2:6][CH2:5][CH2:4][CH2:3][CH2:2]2)[CH2:8][C@@H:9]1[NH:13][C:14](=[O:29])[CH2:15][NH:16][C:17](=[O:28])[C:18]1[CH:23]=[CH:22][CH:21]=[C:20]([C:24]([F:26])([F:27])[F:25])[CH:19]=1)[C:31]1[CH:36]=[CH:35][CH:34]=[CH:33][CH:32]=1. Given the reactants [CH:1]1([N:7]2[CH2:11][C@H:10]([OH:12])[C@@H:9]([NH:13][C:14](=[O:29])[CH2:15][NH:16][C:17](=[O:28])[C:18]3[CH:23]=[CH:22][CH:21]=[C:20]([C:24]([F:27])([F:26])[F:25])[CH:19]=3)[CH2:8]2)[CH2:6][CH2:5][CH2:4][CH2:3][CH2:2]1.[CH2:30](Br)[C:31]1[CH:36]=[CH:35][CH:34]=[CH:33][CH:32]=1, predict the reaction product. (6) Given the reactants [C:1]([N:4]1[CH2:9][CH2:8][CH:7]([CH2:10][C:11]2[CH:16]=[CH:15][CH:14]=[CH:13][CH:12]=2)[CH2:6][CH2:5]1)(=[O:3])[CH3:2].[Cl:17][S:18](O)(=[O:20])=[O:19], predict the reaction product. The product is: [C:1]([N:4]1[CH2:5][CH2:6][CH:7]([CH2:10][C:11]2[CH:12]=[CH:13][C:14]([S:18]([Cl:17])(=[O:20])=[O:19])=[CH:15][CH:16]=2)[CH2:8][CH2:9]1)(=[O:3])[CH3:2]. (7) Given the reactants [F:1][C:2]1[C:10]([C:11]([F:14])([F:13])[F:12])=[N:9][CH:8]=[CH:7][C:3]=1[C:4]([OH:6])=O.F[P-](F)(F)(F)(F)F.N1(O[P+](N(C)C)(N(C)C)N(C)C)C2C=CC=CC=2N=N1.[O:42]1[C:46]2([CH2:51][CH2:50][NH:49][CH2:48][CH2:47]2)[O:45][CH2:44][CH2:43]1.C(=O)(O)[O-].[Na+], predict the reaction product. The product is: [F:1][C:2]1[C:10]([C:11]([F:14])([F:13])[F:12])=[N:9][CH:8]=[CH:7][C:3]=1[C:4]([N:49]1[CH2:50][CH2:51][C:46]2([O:45][CH2:44][CH2:43][O:42]2)[CH2:47][CH2:48]1)=[O:6]. (8) The product is: [CH2:1]([N:8]1[CH2:20][C:19]2[S:18][C:17]3[N:16]=[C:15]([CH3:21])[C:14]([CH:22]([CH2:28][CH2:29][CH3:30])[C:23]([OH:25])=[O:24])=[C:13]([C:31]4[CH:32]=[CH:33][C:34]([CH3:37])=[CH:35][CH:36]=4)[C:12]=3[C:11]=2[CH2:10][CH2:9]1)[C:2]1[CH:3]=[CH:4][CH:5]=[CH:6][CH:7]=1. Given the reactants [CH2:1]([N:8]1[CH2:20][C:19]2[S:18][C:17]3[N:16]=[C:15]([CH3:21])[C:14]([CH:22]([CH2:28][CH2:29][CH3:30])[C:23]([O:25]CC)=[O:24])=[C:13]([C:31]4[CH:36]=[CH:35][C:34]([CH3:37])=[CH:33][CH:32]=4)[C:12]=3[C:11]=2[CH2:10][CH2:9]1)[C:2]1[CH:7]=[CH:6][CH:5]=[CH:4][CH:3]=1.[OH-].[Na+], predict the reaction product. (9) Given the reactants [C:1]([O:5][C:6]([NH:8][C@@H:9]([CH2:13][C:14]1[CH:19]=[CH:18][C:17]([O:20][CH3:21])=[CH:16][CH:15]=1)[C:10]([OH:12])=O)=[O:7])([CH3:4])([CH3:3])[CH3:2].[NH2:22][C@@H:23]([CH2:30][C:31]1[CH2:35][CH2:34][CH2:33][CH:32]=1)[C:24]([C@@:26]1([CH3:29])[CH2:28][O:27]1)=[O:25].CN(C(ON1N=NC2C=CC=NC1=2)=[N+](C)C)C.F[P-](F)(F)(F)(F)F.CCN(C(C)C)C(C)C, predict the reaction product. The product is: [C:31]1([CH2:30][C@H:23]([NH:22][C:10](=[O:12])[C@@H:9]([NH:8][C:6](=[O:7])[O:5][C:1]([CH3:2])([CH3:3])[CH3:4])[CH2:13][C:14]2[CH:19]=[CH:18][C:17]([O:20][CH3:21])=[CH:16][CH:15]=2)[C:24]([C@@:26]2([CH3:29])[CH2:28][O:27]2)=[O:25])[CH2:35][CH2:34][CH2:33][CH:32]=1. (10) Given the reactants [Cl:1][C:2]1[CH:3]=[C:4]([CH:21]=[CH:22][C:23]=1[Cl:24])[CH2:5][N:6]1[C:19](=[O:20])[N:9]2[CH:10]=[C:11]([C:14]([O:16]CC)=[O:15])[CH:12]=[CH:13][C:8]2=[N:7]1.O.[OH-].[Li+].Cl.ClCCl, predict the reaction product. The product is: [Cl:1][C:2]1[CH:3]=[C:4]([CH:21]=[CH:22][C:23]=1[Cl:24])[CH2:5][N:6]1[C:19](=[O:20])[N:9]2[CH:10]=[C:11]([C:14]([OH:16])=[O:15])[CH:12]=[CH:13][C:8]2=[N:7]1.